From a dataset of Reaction yield outcomes from USPTO patents with 853,638 reactions. Predict the reaction yield, written as a fraction of the theoretical maximum amount of product (1.0 means a 100% yield; for example, 0.34 means a 34% yield). (1) The reactants are [CH2:1]([O:8][C:9]1[CH:10]=[C:11]([S:22][CH2:23][CH2:24][C:25](OC)=O)[CH:12]=[N:13][C:14]=1[NH:15][C:16]1[S:17][CH:18]=[C:19]([CH3:21])[N:20]=1)[C:2]1[CH:7]=[CH:6][CH:5]=[CH:4][CH:3]=1.CC([O-])(C)C.[K+].[Cl:35][C:36]1[CH:41]=CC(CCl)=[CH:38][CH:37]=1.Cl. No catalyst specified. The product is [ClH:35].[Cl:35][C:36]1[CH:41]=[CH:25][C:24]([CH2:23][S:22][C:11]2[CH:10]=[C:9]([O:8][CH2:1][C:2]3[CH:7]=[CH:6][CH:5]=[CH:4][CH:3]=3)[C:14]([NH:15][C:16]3[S:17][CH:18]=[C:19]([CH3:21])[N:20]=3)=[N:13][CH:12]=2)=[CH:38][CH:37]=1. The yield is 0.692. (2) The reactants are [C:1]([O:5][C:6]([N:8]1[CH2:13][CH2:12][CH:11]([O:14][C:15]2[C:20]([F:21])=[CH:19][C:18]([C:22](=O)[CH2:23][CH2:24][C:25](OCC)=[O:26])=[CH:17][C:16]=2[F:31])[CH2:10][CH2:9]1)=[O:7])([CH3:4])([CH3:3])[CH3:2].O.[NH2:33][NH2:34]. The catalyst is C(O)(C)C. The product is [C:1]([O:5][C:6]([N:8]1[CH2:13][CH2:12][CH:11]([O:14][C:15]2[C:20]([F:21])=[CH:19][C:18]([C:22]3[CH2:23][CH2:24][C:25](=[O:26])[NH:34][N:33]=3)=[CH:17][C:16]=2[F:31])[CH2:10][CH2:9]1)=[O:7])([CH3:4])([CH3:3])[CH3:2]. The yield is 0.140.